Dataset: Catalyst prediction with 721,799 reactions and 888 catalyst types from USPTO. Task: Predict which catalyst facilitates the given reaction. (1) Product: [F:1][C:2]1[C:9]([O:10][CH2:19][C:20]([F:23])([F:22])[F:21])=[CH:8][CH:7]=[CH:6][C:3]=1[C:4]#[N:5]. Reactant: [F:1][C:2]1[C:9]([OH:10])=[CH:8][CH:7]=[CH:6][C:3]=1[C:4]#[N:5].[H-].[Na+].FC(F)(F)S(O[CH2:19][C:20]([F:23])([F:22])[F:21])(=O)=O.O. The catalyst class is: 163. (2) Reactant: [CH3:1][C:2]([C:5]1[O:9][N:8]=[C:7]([NH2:10])[CH:6]=1)([CH3:4])[CH3:3].[CH3:11][C:12]([O:15][C:16](O[C:16]([O:15][C:12]([CH3:14])([CH3:13])[CH3:11])=[O:17])=[O:17])([CH3:14])[CH3:13]. Product: [CH3:1][C:2]([C:5]1[O:9][N:8]=[C:7]([NH:10][C:16](=[O:17])[O:15][C:12]([CH3:14])([CH3:13])[CH3:11])[CH:6]=1)([CH3:4])[CH3:3]. The catalyst class is: 79. (3) Reactant: C(=O)([O-])[O-].[K+].[K+].[CH2:7]([O:14][C:15]1[C:20]([CH3:21])=[C:19]([O:22][CH2:23][CH2:24][CH2:25][CH2:26]Br)[CH:18]=[CH:17][C:16]=1[C:28](=[O:33])[CH2:29][CH:30]([CH3:32])[CH3:31])[C:8]1[CH:13]=[CH:12][CH:11]=[CH:10][CH:9]=1.[SH:34][C:35]1[CH:40]=[CH:39][N:38]=[CH:37][CH:36]=1. Product: [CH2:7]([O:14][C:15]1[C:20]([CH3:21])=[C:19]([O:22][CH2:23][CH2:24][CH2:25][CH2:26][S:34][C:35]2[CH:40]=[CH:39][N:38]=[CH:37][CH:36]=2)[CH:18]=[CH:17][C:16]=1[C:28](=[O:33])[CH2:29][CH:30]([CH3:32])[CH3:31])[C:8]1[CH:13]=[CH:12][CH:11]=[CH:10][CH:9]=1. The catalyst class is: 21. (4) Reactant: [CH3:1][O:2][CH2:3][C@@H:4]([O:6][C:7]1[CH:8]=[C:9]([C:24]2[NH:28][C:27]([C:29]3[O:30][CH2:31][C@@H:32]([CH3:34])[N:33]=3)=[CH:26][CH:25]=2)[CH:10]=[C:11]([O:13][Si](C(C)C)(C(C)C)C(C)C)[CH:12]=1)[CH3:5].[F-].C([N+](CCCC)(CCCC)CCCC)CCC.[Cl-].[NH4+]. Product: [CH3:1][O:2][CH2:3][C@@H:4]([O:6][C:7]1[CH:12]=[C:11]([OH:13])[CH:10]=[C:9]([C:24]2[NH:28][C:27]([C:29]3[O:30][CH2:31][C@@H:32]([CH3:34])[N:33]=3)=[CH:26][CH:25]=2)[CH:8]=1)[CH3:5]. The catalyst class is: 7. (5) Reactant: OC(C(F)(F)F)=O.[OH:8][CH:9]1[CH2:13][NH:12][CH2:11][CH:10]1[NH:14][C:15]([CH:17]([NH:29][C:30]([N:32]1[CH2:37][CH2:36][O:35][CH2:34][CH2:33]1)=[O:31])[CH2:18][S:19]([CH2:22][C:23]1[CH:28]=[CH:27][CH:26]=[CH:25][CH:24]=1)(=[O:21])=[O:20])=[O:16].C([O-])(O)=O.[Na+].[C:43](Cl)(=[O:50])[C:44]1[CH:49]=[CH:48][CH:47]=[CH:46][CH:45]=1. Product: [C:43]([N:12]1[CH2:13][CH:9]([OH:8])[CH:10]([NH:14][C:15]([CH:17]([NH:29][C:30]([N:32]2[CH2:33][CH2:34][O:35][CH2:36][CH2:37]2)=[O:31])[CH2:18][S:19]([CH2:22][C:23]2[CH:24]=[CH:25][CH:26]=[CH:27][CH:28]=2)(=[O:21])=[O:20])=[O:16])[CH2:11]1)(=[O:50])[C:44]1[CH:49]=[CH:48][CH:47]=[CH:46][CH:45]=1. The catalyst class is: 12.